From a dataset of Peptide-MHC class I binding affinity with 185,985 pairs from IEDB/IMGT. Regression. Given a peptide amino acid sequence and an MHC pseudo amino acid sequence, predict their binding affinity value. This is MHC class I binding data. (1) The peptide sequence is ELGGGFGTL. The MHC is HLA-A02:12 with pseudo-sequence HLA-A02:12. The binding affinity (normalized) is 0.271. (2) The peptide sequence is YMKFFGNFK. The MHC is HLA-A02:01 with pseudo-sequence HLA-A02:01. The binding affinity (normalized) is 0.0847. (3) The peptide sequence is QVPLRPMTYK. The MHC is HLA-A11:01 with pseudo-sequence HLA-A11:01. The binding affinity (normalized) is 0.731. (4) The peptide sequence is YTLNNGVAM. The MHC is HLA-A02:19 with pseudo-sequence HLA-A02:19. The binding affinity (normalized) is 0.738. (5) The peptide sequence is VLSEYETMV. The MHC is HLA-A02:02 with pseudo-sequence HLA-A02:02. The binding affinity (normalized) is 0.942. (6) The peptide sequence is VFRTSTPKVV. The MHC is HLA-A24:02 with pseudo-sequence HLA-A24:02. The binding affinity (normalized) is 0. (7) The peptide sequence is DTDIFSPENK. The MHC is HLA-A31:01 with pseudo-sequence HLA-A31:01. The binding affinity (normalized) is 0.0740. (8) The binding affinity (normalized) is 0.311. The MHC is HLA-A02:03 with pseudo-sequence HLA-A02:03. The peptide sequence is AAMDDFQLI.